This data is from Forward reaction prediction with 1.9M reactions from USPTO patents (1976-2016). The task is: Predict the product of the given reaction. (1) Given the reactants [Br:1][C:2]1[C:7]([NH2:8])=[CH:6][C:5]([Cl:9])=[CH:4][N:3]=1.[C:10]([C:14]1[CH:19]=[CH:18][C:17]([S:20](Cl)(=[O:22])=[O:21])=[CH:16][CH:15]=1)([CH3:13])([CH3:12])[CH3:11], predict the reaction product. The product is: [Br:1][C:2]1[C:7]([NH:8][S:20]([C:17]2[CH:18]=[CH:19][C:14]([C:10]([CH3:13])([CH3:12])[CH3:11])=[CH:15][CH:16]=2)(=[O:22])=[O:21])=[CH:6][C:5]([Cl:9])=[CH:4][N:3]=1. (2) Given the reactants Cl[C:2]1[N:7]2[CH:8]=[CH:9][N:10]=[C:6]2[N:5]=[C:4]([CH3:11])[C:3]=1[C:12]1[C:17]([F:18])=[CH:16][CH:15]=[CH:14][C:13]=1[Cl:19].[CH3:20][CH:21]1[CH2:26][CH2:25][NH:24][CH2:23][CH2:22]1.[Cl-].[NH4+], predict the reaction product. The product is: [CH3:20][CH:21]1[CH2:26][CH2:25][N:24]([C:2]2[N:7]3[CH:8]=[CH:9][N:10]=[C:6]3[N:5]=[C:4]([CH3:11])[C:3]=2[C:12]2[C:17]([F:18])=[CH:16][CH:15]=[CH:14][C:13]=2[Cl:19])[CH2:23][CH2:22]1. (3) Given the reactants [OH:1][CH2:2][C@@H:3]([CH2:7][CH2:8][CH2:9][CH3:10])[C:4]([OH:6])=O.Cl.[CH2:12]([O:19][NH2:20])[C:13]1[CH:18]=[CH:17][CH:16]=[CH:15][CH:14]=1.[OH-].[Na+].Cl.CN(C)CCCN=C=NCC, predict the reaction product. The product is: [OH:1][CH2:2][C@@H:3]([CH2:7][CH2:8][CH2:9][CH3:10])[C:4]([NH:20][O:19][CH2:12][C:13]1[CH:18]=[CH:17][CH:16]=[CH:15][CH:14]=1)=[O:6]. (4) Given the reactants C(OC([N:8]1[CH2:13][CH2:12][N:11]([C:14]2[S:15][CH:16]=[C:17]([C:19]([O:21][CH3:22])=[O:20])[N:18]=2)[CH2:10][CH2:9]1)=O)(C)(C)C.FC(F)(F)C(O)=O.OC(C(F)(F)F)=O.N1(C2SC=C(C(OC)=O)N=2)CCNCC1.C(N(CC)CC)C.[CH3:59][S:60](Cl)(=[O:62])=[O:61], predict the reaction product. The product is: [CH3:59][S:60]([N:8]1[CH2:13][CH2:12][N:11]([C:14]2[S:15][CH:16]=[C:17]([C:19]([O:21][CH3:22])=[O:20])[N:18]=2)[CH2:10][CH2:9]1)(=[O:62])=[O:61]. (5) The product is: [Cl:18][C:19]1[CH:20]=[C:21]([CH:30]=[CH:31][C:32]=1[Cl:33])[CH2:22][N:23]1[CH2:24][CH2:25][CH:26]([NH:29][C:14](=[O:16])[CH2:13][CH2:12][C:10]2[NH:9][N:8]=[C:7]([C:2]3[CH:3]=[CH:4][CH:5]=[CH:6][N:1]=3)[N:11]=2)[CH2:27][CH2:28]1. Given the reactants [N:1]1[CH:6]=[CH:5][CH:4]=[CH:3][C:2]=1[C:7]1[N:11]=[C:10]([CH2:12][CH2:13][C:14]([OH:16])=O)[NH:9][N:8]=1.Cl.[Cl:18][C:19]1[CH:20]=[C:21]([CH:30]=[CH:31][C:32]=1[Cl:33])[CH2:22][N:23]1[CH2:28][CH2:27][CH:26]([NH2:29])[CH2:25][CH2:24]1.C(N(CC)CC)C.[OH-].[Na+], predict the reaction product. (6) Given the reactants [CH3:1][C:2]1[N:3]([CH2:7][CH2:8][NH2:9])[CH:4]=[CH:5][N:6]=1.[C:10]1([C:16]2[O:17][C:18]3[C:19](=[C:21]([C:25](O)=[O:26])[CH:22]=[CH:23][CH:24]=3)[N:20]=2)[CH:15]=[CH:14][CH:13]=[CH:12][CH:11]=1, predict the reaction product. The product is: [CH3:1][C:2]1[N:3]([CH2:7][CH2:8][NH:9][C:25]([C:21]2[CH:22]=[CH:23][CH:24]=[C:18]3[O:17][C:16]([C:10]4[CH:15]=[CH:14][CH:13]=[CH:12][CH:11]=4)=[N:20][C:19]=23)=[O:26])[CH:4]=[CH:5][N:6]=1. (7) Given the reactants Cl.[CH:2]([C@:5]1([C:11]([N:13]2[CH2:18][CH:17]=[C:16]([C:19]3[CH:24]=[CH:23][CH:22]=[CH:21][CH:20]=3)[CH2:15][CH2:14]2)=[O:12])[CH2:9][CH2:8][C@@H:7]([NH2:10])[CH2:6]1)([CH3:4])[CH3:3].C[O:26][CH:27]1[C:32](=O)[CH2:31][CH2:30][O:29][CH2:28]1.C([N:36](CC)CC)C.[C:41](O[BH-](OC(=O)C)OC(=O)C)(=[O:43])C.[Na+].C([O-])(O)=O.[Na+], predict the reaction product. The product is: [NH4+:10].[OH-:12].[NH4+:36].[OH-:26].[CH3:41][OH:43].[CH:2]([C@:5]1([C:11]([N:13]2[CH2:14][CH:15]=[C:16]([C:19]3[CH:20]=[CH:21][CH:22]=[CH:23][CH:24]=3)[CH2:17][CH2:18]2)=[O:12])[CH2:9][CH2:8][C@@H:7]([NH:10][CH:32]2[CH2:31][CH2:30][O:29][CH2:28][CH2:27]2)[CH2:6]1)([CH3:4])[CH3:3]. (8) Given the reactants Br[C:2]1[CH:3]=[CH:4][C:5]2[N:6]([C:8]([C:11]3[CH:16]=[CH:15][CH:14]=[CH:13][CH:12]=3)=[CH:9][N:10]=2)[CH:7]=1.CC1(C)C(C)(C)OB([C:25]2[N:29]([C:30]3[CH:35]=[CH:34][C:33]([CH3:36])=[CH:32][CH:31]=3)[N:28]=[CH:27][CH:26]=2)O1, predict the reaction product. The product is: [C:11]1([C:8]2[N:6]3[CH:7]=[C:2]([C:25]4[N:29]([C:30]5[CH:35]=[CH:34][C:33]([CH3:36])=[CH:32][CH:31]=5)[N:28]=[CH:27][CH:26]=4)[CH:3]=[CH:4][C:5]3=[N:10][CH:9]=2)[CH:16]=[CH:15][CH:14]=[CH:13][CH:12]=1. (9) Given the reactants [OH:1][CH2:2][CH2:3][N:4]1[CH2:9][CH2:8][N:7]([CH2:10][C:11]([NH:13][C:14]2[C:15](Br)=[N:16][C:17]([CH3:21])=[CH:18][C:19]=2Br)=[O:12])[CH2:6][CH2:5]1.[NH:23]1[CH2:27][CH2:26][CH2:25][CH2:24]1, predict the reaction product. The product is: [OH:1][CH2:2][CH2:3][N:4]1[CH2:9][CH2:8][N:7]([CH2:10][C:11]([NH:13][C:14]2[C:15]([N:23]3[CH2:27][CH2:26][CH2:25][CH2:24]3)=[N:16][C:17]([CH3:21])=[CH:18][C:19]=2[N:23]2[CH2:27][CH2:26][CH2:25][CH2:24]2)=[O:12])[CH2:6][CH2:5]1.